This data is from Reaction yield outcomes from USPTO patents with 853,638 reactions. The task is: Predict the reaction yield, written as a fraction of the theoretical maximum amount of product (1.0 means a 100% yield; for example, 0.34 means a 34% yield). The reactants are [CH:1]12[O:7][CH:2]1[CH2:3][CH2:4][CH2:5][CH2:6]2.[NH:8]1[CH2:13][CH2:12][O:11][CH2:10][CH2:9]1. The catalyst is O. The product is [N:8]1([C@H:2]2[CH2:3][CH2:4][CH2:5][CH2:6][C@@H:1]2[OH:7])[CH2:13][CH2:12][O:11][CH2:10][CH2:9]1. The yield is 0.924.